This data is from Forward reaction prediction with 1.9M reactions from USPTO patents (1976-2016). The task is: Predict the product of the given reaction. (1) Given the reactants [OH:1][CH:2]([CH2:18][N:19]1[CH2:24][CH2:23][O:22][CH2:21][CH2:20]1)[CH2:3][N:4]1[CH2:10][CH2:9][CH2:8][C:7]2[NH:11][C:12]([CH:15]=O)=[C:13]([CH3:14])[C:6]=2[C:5]1=[O:17].[F:25][C:26]1[CH:27]=[C:28]2[C:32](=[CH:33][CH:34]=1)[NH:31][C:30](=[O:35])[CH2:29]2.N1CCCCC1, predict the reaction product. The product is: [F:25][C:26]1[CH:27]=[C:28]2[C:32](=[CH:33][CH:34]=1)[NH:31][C:30](=[O:35])/[C:29]/2=[CH:15]\[C:12]1[NH:11][C:7]2[CH2:8][CH2:9][CH2:10][N:4]([CH2:3][C@H:2]([OH:1])[CH2:18][N:19]3[CH2:20][CH2:21][O:22][CH2:23][CH2:24]3)[C:5](=[O:17])[C:6]=2[C:13]=1[CH3:14]. (2) Given the reactants [NH2:1][C:2]1[CH:7]=[CH:6][C:5]([C:8]2[CH:9]=[CH:10][C:11]([NH:14]CCN3CCOCC3)=[N:12][CH:13]=2)=[CH:4][CH:3]=1.[CH3:23][C:24]1([C:27]2[O:31][N:30]=[C:29]([NH:32][C:33](=O)[O:34]C3C=CC=CC=3)[CH:28]=2)[CH2:26][CH2:25]1.FC(F)(F)C1(C2ON=C(NC(=O)OC3C=CC=CC=3)C=2)CC1, predict the reaction product. The product is: [NH2:14][C:11]1[N:12]=[CH:13][C:8]([C:5]2[CH:4]=[CH:3][C:2]([NH:1][C:33]([NH:32][C:29]3[CH:28]=[C:27]([C:24]4([CH3:23])[CH2:25][CH2:26]4)[O:31][N:30]=3)=[O:34])=[CH:7][CH:6]=2)=[CH:9][CH:10]=1.